Dataset: Reaction yield outcomes from USPTO patents with 853,638 reactions. Task: Predict the reaction yield, written as a fraction of the theoretical maximum amount of product (1.0 means a 100% yield; for example, 0.34 means a 34% yield). (1) The reactants are [CH3:1][O:2][C:3]1[CH:20]=[CH:19][C:6]([CH2:7][NH:8][C:9]2[N+:10]([O-:18])=[CH:11][CH:12]=[C:13]([N+]([O-])=O)[CH:14]=2)=[CH:5][CH:4]=1.[OH:21][C:22]1[CH:31]=[C:30]2[C:25]([CH2:26][CH2:27][CH:28]([C:32]([OH:34])=[O:33])[CH2:29]2)=[CH:24][CH:23]=1.C(=O)([O-])[O-].[Cs+].[Cs+].CN(C=O)C. No catalyst specified. The product is [CH3:1][O:2][C:3]1[CH:20]=[CH:19][C:6]([CH2:7][NH:8][C:9]2[CH:14]=[C:13]([O:21][C:22]3[CH:31]=[C:30]4[C:25]([CH2:26][CH2:27][CH:28]([C:32]([OH:34])=[O:33])[CH2:29]4)=[CH:24][CH:23]=3)[CH:12]=[CH:11][N+:10]=2[O-:18])=[CH:5][CH:4]=1. The yield is 0.890. (2) No catalyst specified. The reactants are [CH:1]([C:4]1[CH:5]=[C:6]([C:10]2[CH:18]=[C:17]3[C:13]([CH2:14][C:15](=[O:19])[NH:16]3)=[CH:12][CH:11]=2)[CH:7]=[CH:8][CH:9]=1)([CH3:3])[CH3:2].[N:20]1([CH2:25][CH2:26][NH:27][C:28]([C:30]2[C:34]([CH3:35])=[C:33]([CH:36]=O)[NH:32][C:31]=2[CH3:38])=[O:29])[CH2:24][CH2:23][CH2:22][CH2:21]1. The yield is 0.630. The product is [N:20]1([CH2:25][CH2:26][NH:27][C:28]([C:30]2[C:34]([CH3:35])=[C:33]([CH:36]=[C:14]3[C:13]4[C:17](=[CH:18][C:10]([C:6]5[CH:7]=[CH:8][CH:9]=[C:4]([CH:1]([CH3:3])[CH3:2])[CH:5]=5)=[CH:11][CH:12]=4)[NH:16][C:15]3=[O:19])[NH:32][C:31]=2[CH3:38])=[O:29])[CH2:24][CH2:23][CH2:22][CH2:21]1. (3) The reactants are [CH3:1][O:2][C:3]1[CH:4]=[C:5]2[C:10](=[CH:11][CH:12]=1)[CH2:9][C:8](=[O:13])[CH2:7][CH2:6]2.[H-].[Na+].[C:16](=O)([O:20]CC)[O:17][CH2:18][CH3:19]. No catalyst specified. The product is [CH3:1][O:2][C:3]1[CH:4]=[C:5]2[C:10](=[CH:11][CH:12]=1)[CH:9]([C:16]([O:17][CH2:18][CH3:19])=[O:20])[C:8](=[O:13])[CH2:7][CH2:6]2. The yield is 0.680. (4) The reactants are [CH3:1][O:2][C:3]1[CH:8]=[CH:7][C:6]([CH2:9][CH2:10][CH2:11][CH:12]2[N:16]([CH2:17][CH2:18][CH3:19])[C:15](=[O:20])[N:14]([CH2:21][C:22]3[CH:27]=[CH:26][C:25]([CH3:28])=[CH:24][CH:23]=3)[C:13]2=O)=[CH:5][CH:4]=1. The catalyst is C1COCC1. The product is [CH3:1][O:2][C:3]1[CH:4]=[CH:5][C:6]([CH2:9][CH2:10][CH2:11][CH:12]2[CH2:13][N:14]([CH2:21][C:22]3[CH:23]=[CH:24][C:25]([CH3:28])=[CH:26][CH:27]=3)[C:15](=[O:20])[N:16]2[CH2:17][CH2:18][CH3:19])=[CH:7][CH:8]=1. The yield is 1.00. (5) The reactants are [ClH:1].[Cl:2][C:3]1[CH:4]=[C:5]2[C:10](=[CH:11][CH:12]=1)[N:9]=[C:8]([N:13]1[CH2:18][CH2:17][N:16](C(OC(C)(C)C)=O)[CH2:15][CH2:14]1)[CH:7]=[CH:6]2. The catalyst is CO. The product is [NH2:16][CH2:15][CH2:14][N:13]([CH2:18][CH2:17][Cl:1])[C:8]1[CH:7]=[CH:6][C:5]2[C:10](=[CH:11][CH:12]=[C:3]([Cl:2])[CH:4]=2)[N:9]=1. The yield is 0.840.